This data is from Catalyst prediction with 721,799 reactions and 888 catalyst types from USPTO. The task is: Predict which catalyst facilitates the given reaction. (1) Reactant: [Cl:1][C:2]1[CH:19]=[CH:18][C:17](C=O)=[CH:16][C:3]=1[C:4]([NH:6][CH2:7][C:8]1([OH:15])[CH2:14][CH2:13][CH2:12][CH2:11][CH2:10][CH2:9]1)=[O:5].[OH-].[NH4+].C1(C)C=CC(S(CN=C=O)(=O)=O)=CC=1.[NH:38]1[CH2:43][CH2:42][NH:41][CH2:40]C1. Product: [Cl:1][C:2]1[CH:19]=[CH:18][C:17]([C:43]2[N:38]=[CH:40][NH:41][CH:42]=2)=[CH:16][C:3]=1[C:4]([NH:6][CH2:7][C:8]1([OH:15])[CH2:14][CH2:13][CH2:12][CH2:11][CH2:10][CH2:9]1)=[O:5]. The catalyst class is: 375. (2) Reactant: [CH2:1]([O:8][C:9](=[O:34])[N:10]([CH2:15][CH:16]([OH:33])[CH:17]([NH:25]C(OC(C)(C)C)=O)[CH2:18][C:19]1[CH:24]=[CH:23][CH:22]=[CH:21][CH:20]=1)[CH2:11][CH:12]([CH3:14])[CH3:13])[C:2]1[CH:7]=[CH:6][CH:5]=[CH:4][CH:3]=1.Cl.C(N(CC)C(C)C)(C)C.[O:45]1[CH:49]2[O:50][CH2:51][CH2:52][CH:48]2[CH:47]([O:53][C:54](=[O:63])ON2C(=O)CCC2=O)[CH2:46]1. The catalyst class is: 12. Product: [CH2:1]([O:8][C:9](=[O:34])[N:10]([CH2:15][CH:16]([OH:33])[CH:17]([NH:25][C:54]([O:53][CH:47]1[CH:48]2[CH:49]([O:50][CH2:51][CH2:52]2)[O:45][CH2:46]1)=[O:63])[CH2:18][C:19]1[CH:24]=[CH:23][CH:22]=[CH:21][CH:20]=1)[CH2:11][CH:12]([CH3:13])[CH3:14])[C:2]1[CH:3]=[CH:4][CH:5]=[CH:6][CH:7]=1. (3) Reactant: Br[C:2]1[CH:3]=[C:4]([C:9]2[CH2:16][CH:15]3[CH2:17][CH:11]([CH2:12][N:13]([C:18]([O:20][C:21]([CH3:24])([CH3:23])[CH3:22])=[O:19])[CH2:14]3)[CH:10]=2)[CH:5]=[C:6]([F:8])[CH:7]=1.[NH:25]1[CH:29]=[CH:28][N:27]=[CH:26]1.C([O-])([O-])=O.[K+].[K+].[NH4+].[Cl-]. Product: [F:8][C:6]1[CH:5]=[C:4]([C:9]2[CH2:16][CH:15]3[CH2:17][CH:11]([CH2:12][N:13]([C:18]([O:20][C:21]([CH3:24])([CH3:23])[CH3:22])=[O:19])[CH2:14]3)[CH:10]=2)[CH:3]=[C:2]([N:25]2[CH:29]=[CH:28][N:27]=[CH:26]2)[CH:7]=1. The catalyst class is: 122. (4) Reactant: [Cl:1][C:2]1[CH:3]=[C:4]([CH:24]=[CH:25][C:26]=1[C:27]([F:30])([F:29])[F:28])/[CH:5]=[C:6]1/[C:7](=[O:23])[C:8]2[C:13]([CH2:14]/1)=[CH:12][C:11]([N:15]1[CH2:20][CH2:19][O:18][CH2:17][CH2:16]1)=[C:10]([O:21][CH3:22])[CH:9]=2. Product: [Cl:1][C:2]1[CH:3]=[C:4]([CH:24]=[CH:25][C:26]=1[C:27]([F:28])([F:29])[F:30])[CH2:5][CH:6]1[CH2:14][C:13]2[C:8](=[CH:9][C:10]([O:21][CH3:22])=[C:11]([N:15]3[CH2:16][CH2:17][O:18][CH2:19][CH2:20]3)[CH:12]=2)[C:7]1=[O:23]. The catalyst class is: 78.